Regression/Classification. Given a drug SMILES string, predict its absorption, distribution, metabolism, or excretion properties. Task type varies by dataset: regression for continuous measurements (e.g., permeability, clearance, half-life) or binary classification for categorical outcomes (e.g., BBB penetration, CYP inhibition). Dataset: cyp3a4_veith. From a dataset of CYP3A4 inhibition data for predicting drug metabolism from PubChem BioAssay. (1) The compound is O=C(c1ccco1)N1CCC2(CCCN(C(c3ccccc3)c3ccccc3)C2)CC1. The result is 1 (inhibitor). (2) The drug is c1ccc(C(c2ccccc2)N2CCCC3(CCNCC3)C2)cc1. The result is 1 (inhibitor). (3) The compound is COc1ccc(-n2c(=O)c(-c3cccs3)nc3cnc(Oc4ccccc4)nc32)cc1. The result is 0 (non-inhibitor). (4) The molecule is Cc1c(NC(=O)C(C)OC(=O)[C@@H](NC(=O)c2ccccc2)C(C)C)c(=O)n(-c2ccccc2)n1C. The result is 0 (non-inhibitor). (5) The drug is CC[N+](CC)(CC)CCOc1ccc(/C=C\c2ccccc2)cc1. The result is 0 (non-inhibitor). (6) The compound is Cc1nc2cnc(Oc3cccc(Cl)c3)nc2n(Cc2ccc(F)cc2)c1=O. The result is 1 (inhibitor). (7) The molecule is Cl.OC(COc1ccc(OCC(O)CN2CCCCCC2)cc1)CN1CCCCCC1. The result is 0 (non-inhibitor). (8) The compound is COc1ccc(-c2nc3cnc(N(C)C)nc3n(CCC#N)c2=O)cc1. The result is 0 (non-inhibitor).